From a dataset of NCI-60 drug combinations with 297,098 pairs across 59 cell lines. Regression. Given two drug SMILES strings and cell line genomic features, predict the synergy score measuring deviation from expected non-interaction effect. (1) Drug 1: CNC(=O)C1=NC=CC(=C1)OC2=CC=C(C=C2)NC(=O)NC3=CC(=C(C=C3)Cl)C(F)(F)F. Drug 2: CCC1(CC2CC(C3=C(CCN(C2)C1)C4=CC=CC=C4N3)(C5=C(C=C6C(=C5)C78CCN9C7C(C=CC9)(C(C(C8N6C)(C(=O)OC)O)OC(=O)C)CC)OC)C(=O)OC)O.OS(=O)(=O)O. Cell line: HCC-2998. Synergy scores: CSS=-3.70, Synergy_ZIP=5.38, Synergy_Bliss=3.43, Synergy_Loewe=-7.60, Synergy_HSA=-8.80. (2) Drug 1: CS(=O)(=O)C1=CC(=C(C=C1)C(=O)NC2=CC(=C(C=C2)Cl)C3=CC=CC=N3)Cl. Drug 2: CC1=CC=C(C=C1)C2=CC(=NN2C3=CC=C(C=C3)S(=O)(=O)N)C(F)(F)F. Cell line: A549. Synergy scores: CSS=12.7, Synergy_ZIP=-2.07, Synergy_Bliss=4.23, Synergy_Loewe=4.01, Synergy_HSA=3.73. (3) Synergy scores: CSS=3.74, Synergy_ZIP=-2.73, Synergy_Bliss=-1.59, Synergy_Loewe=-1.21, Synergy_HSA=-0.746. Drug 1: CCN(CC)CCNC(=O)C1=C(NC(=C1C)C=C2C3=C(C=CC(=C3)F)NC2=O)C. Cell line: UACC-257. Drug 2: C(CC(=O)O)C(=O)CN.Cl. (4) Drug 1: CS(=O)(=O)C1=CC(=C(C=C1)C(=O)NC2=CC(=C(C=C2)Cl)C3=CC=CC=N3)Cl. Drug 2: C1=CC(=CC=C1CC(C(=O)O)N)N(CCCl)CCCl.Cl. Cell line: HCT116. Synergy scores: CSS=8.00, Synergy_ZIP=-5.15, Synergy_Bliss=1.37, Synergy_Loewe=-5.84, Synergy_HSA=0.249. (5) Drug 1: C1=CC(=CC=C1CCCC(=O)O)N(CCCl)CCCl. Drug 2: CN1C(=O)N2C=NC(=C2N=N1)C(=O)N. Cell line: SNB-19. Synergy scores: CSS=18.8, Synergy_ZIP=-4.11, Synergy_Bliss=1.50, Synergy_Loewe=-11.1, Synergy_HSA=-0.258. (6) Drug 1: CC1=C(N=C(N=C1N)C(CC(=O)N)NCC(C(=O)N)N)C(=O)NC(C(C2=CN=CN2)OC3C(C(C(C(O3)CO)O)O)OC4C(C(C(C(O4)CO)O)OC(=O)N)O)C(=O)NC(C)C(C(C)C(=O)NC(C(C)O)C(=O)NCCC5=NC(=CS5)C6=NC(=CS6)C(=O)NCCC[S+](C)C)O. Drug 2: CCCCC(=O)OCC(=O)C1(CC(C2=C(C1)C(=C3C(=C2O)C(=O)C4=C(C3=O)C=CC=C4OC)O)OC5CC(C(C(O5)C)O)NC(=O)C(F)(F)F)O. Cell line: SK-MEL-5. Synergy scores: CSS=44.2, Synergy_ZIP=6.53, Synergy_Bliss=9.28, Synergy_Loewe=-2.67, Synergy_HSA=11.6. (7) Drug 1: CC1CCC2CC(C(=CC=CC=CC(CC(C(=O)C(C(C(=CC(C(=O)CC(OC(=O)C3CCCCN3C(=O)C(=O)C1(O2)O)C(C)CC4CCC(C(C4)OC)O)C)C)O)OC)C)C)C)OC. Drug 2: N.N.Cl[Pt+2]Cl. Cell line: SK-MEL-2. Synergy scores: CSS=54.2, Synergy_ZIP=2.70, Synergy_Bliss=3.96, Synergy_Loewe=-0.798, Synergy_HSA=2.50.